Predict the reactants needed to synthesize the given product. From a dataset of Full USPTO retrosynthesis dataset with 1.9M reactions from patents (1976-2016). (1) Given the product [CH3:4][C:3]1[N:8]=[C:7]([CH:10]2[CH2:15][CH2:14][NH:13][CH2:12][CH2:11]2)[S:9][C:2]=1[CH3:6], predict the reactants needed to synthesize it. The reactants are: Br[CH:2]([CH3:6])[C:3](=O)[CH3:4].[C:7]([CH:10]1[CH2:15][CH2:14][N:13](C(OC(C)(C)C)=O)[CH2:12][CH2:11]1)(=[S:9])[NH2:8]. (2) Given the product [C:11]1([CH:9]([CH:7]([C:1]2[CH:6]=[CH:5][CH:4]=[CH:3][CH:2]=2)[OH:8])[OH:10])[CH:12]=[CH:13][CH:14]=[CH:15][CH:16]=1, predict the reactants needed to synthesize it. The reactants are: [C:1]1([C:7]([C:9]([C:11]2[CH:16]=[CH:15][CH:14]=[CH:13][CH:12]=2)=[O:10])=[O:8])[CH:6]=[CH:5][CH:4]=[CH:3][CH:2]=1.[BH4-].[Na+].